This data is from Reaction yield outcomes from USPTO patents with 853,638 reactions. The task is: Predict the reaction yield, written as a fraction of the theoretical maximum amount of product (1.0 means a 100% yield; for example, 0.34 means a 34% yield). (1) The reactants are Br.[Br:2][CH2:3][CH2:4][NH2:5].[C:6](O[C:6]([O:8][C:9]([CH3:12])([CH3:11])[CH3:10])=[O:7])([O:8][C:9]([CH3:12])([CH3:11])[CH3:10])=[O:7]. The catalyst is CO.C(N(CC)CC)C. The product is [C:9]([O:8][C:6](=[O:7])[NH:5][CH2:4][CH2:3][Br:2])([CH3:12])([CH3:11])[CH3:10]. The yield is 0.840. (2) The reactants are [N:1]1[CH:6]=[CH:5][CH:4]=[C:3]([NH2:7])[CH:2]=1.C[Si]([N-][Si](C)(C)C)(C)C.[Na+].[C:18](O[C:18]([O:20][C:21]([CH3:24])([CH3:23])[CH3:22])=[O:19])([O:20][C:21]([CH3:24])([CH3:23])[CH3:22])=[O:19].C. The catalyst is O1CCCC1.C(OCC)(=O)C. The product is [N:1]1[CH:6]=[CH:5][CH:4]=[C:3]([NH:7][C:18](=[O:19])[O:20][C:21]([CH3:24])([CH3:23])[CH3:22])[CH:2]=1. The yield is 0.850. (3) The catalyst is C1C=CC([P]([Pd]([P](C2C=CC=CC=2)(C2C=CC=CC=2)C2C=CC=CC=2)([P](C2C=CC=CC=2)(C2C=CC=CC=2)C2C=CC=CC=2)[P](C2C=CC=CC=2)(C2C=CC=CC=2)C2C=CC=CC=2)(C2C=CC=CC=2)C2C=CC=CC=2)=CC=1.O. The yield is 0.610. The reactants are Br[C:2]1[CH:7]=[C:6]([C:8]([CH3:11])([CH3:10])[CH3:9])[C:5]([OH:12])=[C:4]([C:13]([CH3:16])([CH3:15])[CH3:14])[CH:3]=1.CO[C:19]1[CH:24]=[CH:23][C:22]([CH:25]=[O:26])=[CH:21][C:20]=1B(O)O.[C:30]([O-])([O-])=[O:31].[K+].[K+].C(COC)OC. The product is [C:13]([C:4]1[CH:3]=[C:2]([C:20]2([O:31][CH3:30])[CH:19]=[CH:24][CH:23]=[C:22]([CH:25]=[O:26])[CH2:21]2)[CH:7]=[C:6]([C:8]([CH3:11])([CH3:10])[CH3:9])[C:5]=1[OH:12])([CH3:16])([CH3:15])[CH3:14].